This data is from Peptide-MHC class I binding affinity with 185,985 pairs from IEDB/IMGT. The task is: Regression. Given a peptide amino acid sequence and an MHC pseudo amino acid sequence, predict their binding affinity value. This is MHC class I binding data. The peptide sequence is FTDNNELEF. The MHC is HLA-A80:01 with pseudo-sequence HLA-A80:01. The binding affinity (normalized) is 0.0847.